Predict the product of the given reaction. From a dataset of Forward reaction prediction with 1.9M reactions from USPTO patents (1976-2016). (1) Given the reactants [O:1]1[CH2:6][CH2:5][CH:4]([NH2:7])[CH2:3][CH2:2]1.C(N(CC)CC)C.[I:15][C:16]1[CH:24]=[CH:23][C:19]([C:20](Cl)=[O:21])=[CH:18][CH:17]=1, predict the reaction product. The product is: [I:15][C:16]1[CH:24]=[CH:23][C:19]([C:20]([NH:7][CH:4]2[CH2:5][CH2:6][O:1][CH2:2][CH2:3]2)=[O:21])=[CH:18][CH:17]=1. (2) Given the reactants [C:1]([CH2:4][CH2:5][CH2:6][NH:7][C:8]([C:10]1[N:11]=[C:12]([CH:15]([OH:47])[CH2:16][CH:17]([N:21]([CH2:39][O:40][C:41](=[O:46])[CH2:42][CH:43]([CH3:45])[CH3:44])[C:22](=[O:38])[CH:23]([NH:28][C:29]([CH:31]2[CH2:36][CH2:35][CH2:34][CH2:33][N:32]2[CH3:37])=[O:30])[CH:24]([CH3:27])[CH2:25][CH3:26])[CH:18]([CH3:20])[CH3:19])[S:13][CH:14]=1)=[O:9])([OH:3])=[O:2].[C:48](OC(=O)C)(=[O:50])[CH3:49].O1CCOCC1.O, predict the reaction product. The product is: [C:48]([O:47][CH:15]([C:12]1[S:13][CH:14]=[C:10]([C:8](=[O:9])[NH:7][CH2:6][CH2:5][CH2:4][C:1]([OH:3])=[O:2])[N:11]=1)[CH2:16][CH:17]([N:21]([CH2:39][O:40][C:41](=[O:46])[CH2:42][CH:43]([CH3:45])[CH3:44])[C:22](=[O:38])[CH:23]([NH:28][C:29]([CH:31]1[CH2:36][CH2:35][CH2:34][CH2:33][N:32]1[CH3:37])=[O:30])[CH:24]([CH3:27])[CH2:25][CH3:26])[CH:18]([CH3:20])[CH3:19])(=[O:50])[CH3:49]. (3) Given the reactants [CH3:1][O:2][C:3]1[CH:8]=[CH:7][CH:6]=[C:5]([O:9][CH3:10])[C:4]=1[CH:11]1[NH:16][C:15](=[O:17])[CH2:14][CH2:13][CH2:12]1.Br[CH:19]([C:21]1[CH:22]=[C:23]([Cl:31])[C:24]([O:27][CH:28]([F:30])[F:29])=[N:25][CH:26]=1)[CH3:20], predict the reaction product. The product is: [Cl:31][C:23]1[CH:22]=[C:21]([CH:19]([N:16]2[CH:11]([C:4]3[C:5]([O:9][CH3:10])=[CH:6][CH:7]=[CH:8][C:3]=3[O:2][CH3:1])[CH2:12][CH2:13][CH2:14][C:15]2=[O:17])[CH3:20])[CH:26]=[N:25][C:24]=1[O:27][CH:28]([F:30])[F:29]. (4) Given the reactants I[C:2]1[CH:7]=[CH:6][C:5]2[C:8]3[CH2:13][CH2:12][N:11]([C:14]([O:16][C:17]([CH3:20])([CH3:19])[CH3:18])=[O:15])[CH:10]([CH3:21])[C:9]=3[O:22][C:4]=2[CH:3]=1.[I:23]C1C=CC2OC3C(C)NCCC=3C=2C=1, predict the reaction product. The product is: [I:23][C:7]1[CH:2]=[CH:3][C:4]2[O:22][C:9]3[CH:10]([CH3:21])[N:11]([C:14]([O:16][C:17]([CH3:19])([CH3:20])[CH3:18])=[O:15])[CH2:12][CH2:13][C:8]=3[C:5]=2[CH:6]=1. (5) Given the reactants [C:1]([O:10][CH3:11])(=[O:9])[C:2]1[C:3](=[CH:5][CH:6]=[CH:7][CH:8]=1)[SH:4].Br[CH2:13][CH2:14][CH2:15][C:16]([O:18][CH2:19][CH3:20])=[O:17].C(=O)([O-])[O-].[K+].[K+], predict the reaction product. The product is: [CH3:11][O:10][C:1](=[O:9])[C:2]1[CH:8]=[CH:7][CH:6]=[CH:5][C:3]=1[S:4][CH2:13][CH2:14][CH2:15][C:16]([O:18][CH2:19][CH3:20])=[O:17].